The task is: Regression. Given a peptide amino acid sequence and an MHC pseudo amino acid sequence, predict their binding affinity value. This is MHC class II binding data.. This data is from Peptide-MHC class II binding affinity with 134,281 pairs from IEDB. The peptide sequence is DTFRKDFRVYDNFLR. The MHC is DRB1_0701 with pseudo-sequence DRB1_0701. The binding affinity (normalized) is 0.229.